Task: Predict which catalyst facilitates the given reaction.. Dataset: Catalyst prediction with 721,799 reactions and 888 catalyst types from USPTO (1) Reactant: [CH3:1][O:2][C:3]1[CH:8]=[CH:7][C:6]([C:9]([C:34]2[CH:39]=[CH:38][C:37]([O:40][CH3:41])=[CH:36][CH:35]=2)([C:28]2[CH:33]=[CH:32][CH:31]=[CH:30][CH:29]=2)[O:10][CH2:11][CH2:12][CH:13]([OH:27])[CH2:14][CH2:15][NH:16]C(=O)OCC2C=CC=CC=2)=[CH:5][CH:4]=1. Product: [NH2:16][CH2:15][CH2:14][CH:13]([OH:27])[CH2:12][CH2:11][O:10][C:9]([C:34]1[CH:39]=[CH:38][C:37]([O:40][CH3:41])=[CH:36][CH:35]=1)([C:6]1[CH:7]=[CH:8][C:3]([O:2][CH3:1])=[CH:4][CH:5]=1)[C:28]1[CH:29]=[CH:30][CH:31]=[CH:32][CH:33]=1. The catalyst class is: 19. (2) Reactant: [CH:1]1[C:10]2[C:5](=[CH:6][C:7]([NH:11][C:12](=[O:28])[CH:13]([C:23]3[CH:27]=[CH:26][S:25][CH:24]=3)[CH2:14][NH:15]C(=O)OC(C)(C)C)=[CH:8][CH:9]=2)[CH:4]=[CH:3][N:2]=1.[ClH:29]. Product: [ClH:29].[ClH:29].[NH2:15][CH2:14][CH:13]([C:23]1[CH:27]=[CH:26][S:25][CH:24]=1)[C:12]([NH:11][C:7]1[CH:6]=[C:5]2[C:10](=[CH:9][CH:8]=1)[CH:1]=[N:2][CH:3]=[CH:4]2)=[O:28]. The catalyst class is: 2. (3) Reactant: [CH3:1][N:2]([CH3:28])[C:3]([N:5]1[CH2:10][CH:9]=[C:8]([C:11]2[NH:27][C:14]3[N:15]=[CH:16][N:17]=[C:18]([C:19]4[CH:24]=[CH:23][C:22]([F:25])=[C:21]([NH2:26])[CH:20]=4)[C:13]=3[CH:12]=2)[CH2:7][CH2:6]1)=[O:4].[CH:29]1([C:32]2[CH:40]=[CH:39][C:35]([C:36](Cl)=[O:37])=[CH:34][CH:33]=2)[CH2:31][CH2:30]1. Product: [CH3:1][N:2]([CH3:28])[C:3]([N:5]1[CH2:6][CH:7]=[C:8]([C:11]2[NH:27][C:14]3[N:15]=[CH:16][N:17]=[C:18]([C:19]4[CH:24]=[CH:23][C:22]([F:25])=[C:21]([NH:26][C:36](=[O:37])[C:35]5[CH:39]=[CH:40][C:32]([CH:29]6[CH2:31][CH2:30]6)=[CH:33][CH:34]=5)[CH:20]=4)[C:13]=3[CH:12]=2)[CH2:9][CH2:10]1)=[O:4]. The catalyst class is: 377. (4) Reactant: O.Cl.Cl.NCC1(CC2C=CC=CC=2)CCN(CCCC2(C3C=CC([Cl:35])=C(Cl)C=3)CCCN([C:21](=[O:28])[C:22]3C=CC=C[CH:23]=3)C2)CC1.[NH2:44][CH2:45][C:46]1([CH2:77][C:78]2[CH:83]=[CH:82][CH:81]=[CH:80][CH:79]=2)[CH2:51][CH2:50][N:49]([CH2:52][CH2:53][CH2:54][C:55]2([C:69]3[CH:74]=[CH:73][C:72]([Cl:75])=[C:71]([Cl:76])[CH:70]=3)[CH2:60][CH2:59][CH2:58][N:57]([C:61](=[O:68])[C:62]3[CH:67]=[CH:66][CH:65]=[CH:64][CH:63]=3)[CH2:56]2)[CH2:48][CH2:47]1.Cl.Cl.C(N(CC)CC)C.C(Cl)(=O)CC.Cl. Product: [ClH:35].[C:61]([N:57]1[CH2:58][CH2:59][CH2:60][C:55]([CH2:54][CH2:53][CH2:52][N:49]2[CH2:50][CH2:51][C:46]([CH2:77][C:78]3[CH:79]=[CH:80][CH:81]=[CH:82][CH:83]=3)([CH2:45][NH:44][C:21](=[O:28])[CH2:22][CH3:23])[CH2:47][CH2:48]2)([C:69]2[CH:74]=[CH:73][C:72]([Cl:75])=[C:71]([Cl:76])[CH:70]=2)[CH2:56]1)(=[O:68])[C:62]1[CH:67]=[CH:66][CH:65]=[CH:64][CH:63]=1. The catalyst class is: 2. (5) Reactant: [OH:1][CH2:2][CH:3]1[CH2:8][CH2:7][N:6]([C:9]([O:11][C:12]([CH3:15])([CH3:14])[CH3:13])=[O:10])[CH2:5][CH2:4]1.C1C=C[NH+]=CC=1.[O-][Cr](Cl)(=O)=O. Product: [CH:2]([CH:3]1[CH2:8][CH2:7][N:6]([C:9]([O:11][C:12]([CH3:15])([CH3:14])[CH3:13])=[O:10])[CH2:5][CH2:4]1)=[O:1]. The catalyst class is: 2. (6) Reactant: [CH3:1][C:2]1[C:11]2[S:10][C:9]([C:12]3[N:17]=[C:16]([C:18]([O:20]C(C)(C)C)=[O:19])[CH:15]=[CH:14][CH:13]=3)=[N:8][C:7](=[O:25])[C:6]=2[CH:5]=[CH:4][CH:3]=1. Product: [CH3:1][C:2]1[C:11]2[S:10][C:9]([C:12]3[N:17]=[C:16]([C:18]([OH:20])=[O:19])[CH:15]=[CH:14][CH:13]=3)=[N:8][C:7](=[O:25])[C:6]=2[CH:5]=[CH:4][CH:3]=1. The catalyst class is: 55.